Dataset: Forward reaction prediction with 1.9M reactions from USPTO patents (1976-2016). Task: Predict the product of the given reaction. (1) Given the reactants [Cl-].[Al+3].[Cl-].[Cl-].[O:5]1[C:10]2[CH:11]=[CH:12][CH:13]=[CH:14][C:9]=2[CH2:8][CH2:7][CH2:6]1.[Cl:15][CH2:16][C:17](Cl)=[O:18], predict the reaction product. The product is: [Cl:15][CH2:16][C:17]([C:13]1[CH:12]=[CH:11][C:10]2[O:5][CH2:6][CH2:7][CH2:8][C:9]=2[CH:14]=1)=[O:18]. (2) Given the reactants [CH3:1][O:2][C:3](=[O:11])[C:4]1[CH:9]=[CH:8][CH:7]=[N:6][C:5]=1Cl.[CH3:12][S:13][C:14]1[CH:19]=[CH:18][C:17]([OH:20])=[CH:16][CH:15]=1.C(=O)([O-])[O-].[K+].[K+], predict the reaction product. The product is: [CH3:1][O:2][C:3](=[O:11])[C:4]1[CH:9]=[CH:8][CH:7]=[N:6][C:5]=1[O:20][C:17]1[CH:18]=[CH:19][C:14]([S:13][CH3:12])=[CH:15][CH:16]=1. (3) Given the reactants [CH3:1][C:2]1[CH:3]=[CH:4][C:5]([C:8]2[N:12]([C:13]3[CH:18]=[N:17][CH:16]=[CH:15][N:14]=3)[N:11]=[C:10]([C:19]([OH:21])=O)[CH:9]=2)=[N:6][CH:7]=1.[C:22]([NH2:26])([CH3:25])([CH3:24])[CH3:23], predict the reaction product. The product is: [C:22]([NH:26][C:19]([C:10]1[CH:9]=[C:8]([C:5]2[CH:4]=[CH:3][C:2]([CH3:1])=[CH:7][N:6]=2)[N:12]([C:13]2[CH:18]=[N:17][CH:16]=[CH:15][N:14]=2)[N:11]=1)=[O:21])([CH3:25])([CH3:24])[CH3:23]. (4) Given the reactants Br[C:2]1[CH:3]=[N:4][CH:5]=[C:6]([O:9][CH3:10])[C:7]=1[CH3:8].CC([O-])(C)C.[Na+].C1C=CC(P(C2C(C3C(P(C4C=CC=CC=4)C4C=CC=CC=4)=CC=C4C=3C=CC=C4)=C3C(C=CC=C3)=CC=2)C2C=CC=CC=2)=CC=1.[C:63](=[NH:76])([C:70]1[CH:75]=[CH:74][CH:73]=[CH:72][CH:71]=1)[C:64]1[CH:69]=[CH:68][CH:67]=[CH:66][CH:65]=1, predict the reaction product. The product is: [CH3:10][O:9][C:6]1[C:7]([CH3:8])=[C:2]([N:76]=[C:63]([C:64]2[CH:69]=[CH:68][CH:67]=[CH:66][CH:65]=2)[C:70]2[CH:75]=[CH:74][CH:73]=[CH:72][CH:71]=2)[CH:3]=[N:4][CH:5]=1. (5) The product is: [CH:1]1([CH2:4][O:5][C:6]2[CH:11]=[CH:10][C:9]([S:12]([CH3:15])(=[O:14])=[O:13])=[CH:8][C:7]=2[C:16]2[CH:17]=[C:18]([I:24])[C:19](=[O:23])[N:20]([CH3:22])[CH:21]=2)[CH2:3][CH2:2]1. Given the reactants [CH:1]1([CH2:4][O:5][C:6]2[CH:11]=[CH:10][C:9]([S:12]([CH3:15])(=[O:14])=[O:13])=[CH:8][C:7]=2[C:16]2[CH:17]=[CH:18][C:19](=[O:23])[N:20]([CH3:22])[CH:21]=2)[CH2:3][CH2:2]1.[I:24]N1C(=O)CCC1=O, predict the reaction product.